Dataset: Full USPTO retrosynthesis dataset with 1.9M reactions from patents (1976-2016). Task: Predict the reactants needed to synthesize the given product. Given the product [Si:1]([O:8][C@H:9]([C:55]1[CH:64]=[CH:63][C:62]([OH:65])=[C:61]2[C:56]=1[CH:57]=[CH:58][C:59](=[O:66])[NH:60]2)[CH2:10][NH:11][CH2:12][CH2:13][CH2:14][C:15]#[C:16][C:17]1[CH:18]=[CH:19][C:97]([NH:96][C:95]([C:91]2[CH:90]=[C:89]([S:86]([C:83]3[CH:84]=[C:85]4[C:80](=[C:81]([CH3:111])[CH:82]=3)[N:79]=[CH:78][C:58]([C:59]([NH2:60])=[O:66])=[C:76]4[NH:75][C:71]3[CH:72]=[CH:73][CH:74]=[C:69]([O:68][CH3:67])[CH:70]=3)(=[O:87])=[O:88])[CH:94]=[CH:93][CH:92]=2)=[O:110])=[C:98]([CH3:109])[CH:99]=1)([C:4]([CH3:7])([CH3:5])[CH3:6])([CH3:3])[CH3:2], predict the reactants needed to synthesize it. The reactants are: [Si:1]([O:8][C@H:9]([C:55]1[CH:64]=[CH:63][C:62]([OH:65])=[C:61]2[C:56]=1[CH:57]=[CH:58][C:59](=[O:66])[NH:60]2)[CH2:10][NH:11][CH2:12][CH2:13][CH2:14][CH2:15][CH2:16][CH2:17][CH2:18][CH2:19]NC(C1C=C(S(C2C=C3C(=C(C)C=2)N=CC(C(N)=O)=C3NC2C=CC=C(OC)C=2)(=O)=O)C=CC=1)=O)([C:4]([CH3:7])([CH3:6])[CH3:5])([CH3:3])[CH3:2].[CH3:67][O:68][C:69]1[CH:70]=[C:71]([NH:75][C:76]2[C:85]3[C:80](=[C:81]([CH3:111])[CH:82]=[C:83]([S:86]([C:89]4[CH:94]=[CH:93][CH:92]=[C:91]([C:95](=[O:110])[NH:96][C:97]5C=CC(C#CCCC=O)=[CH:99][C:98]=5[CH3:109])[CH:90]=4)(=[O:88])=[O:87])[CH:84]=3)[N:79]=[CH:78]C=2C(N)=O)[CH:72]=[CH:73][CH:74]=1.